This data is from Catalyst prediction with 721,799 reactions and 888 catalyst types from USPTO. The task is: Predict which catalyst facilitates the given reaction. (1) Reactant: C([O:4][C:5]1[CH:10]=[C:9]([CH3:11])[C:8]([CH2:12][C:13]2[CH:18]=[CH:17][C:16]([CH2:19][CH2:20][CH2:21][NH:22][C:23]([NH:25][C:26]([CH3:33])([CH3:32])[CH2:27][O:28]C(=O)C)=[O:24])=[CH:15][CH:14]=2)=[CH:7][C:6]=1[C@@H:34]1[O:51][C@H:50]([CH2:52][O:53]C(=O)C)[C@@H:45]([O:46]C(=O)C)[C@H:40]([O:41]C(=O)C)[C@H:35]1[O:36]C(=O)C)(=O)C.C[O-].[Na+].C(=O)=O. Product: [OH:28][CH2:27][C:26]([NH:25][C:23]([NH:22][CH2:21][CH2:20][CH2:19][C:16]1[CH:17]=[CH:18][C:13]([CH2:12][C:8]2[C:9]([CH3:11])=[CH:10][C:5]([OH:4])=[C:6]([C@@H:34]3[O:51][C@H:50]([CH2:52][OH:53])[C@@H:45]([OH:46])[C@H:40]([OH:41])[C@H:35]3[OH:36])[CH:7]=2)=[CH:14][CH:15]=1)=[O:24])([CH3:32])[CH3:33]. The catalyst class is: 5. (2) Reactant: [C:1]([O:5][C:6](=[O:13])[NH:7][CH:8]1[CH2:12][CH2:11][NH:10][CH2:9]1)([CH3:4])([CH3:3])[CH3:2].I[CH:15]1[CH2:19][CH2:18][CH2:17][CH2:16]1.C(N(CC)CC)C. Product: [C:1]([O:5][C:6](=[O:13])[NH:7][CH:8]1[CH2:12][CH2:11][N:10]([CH:15]2[CH2:19][CH2:18][CH2:17][CH2:16]2)[CH2:9]1)([CH3:4])([CH3:2])[CH3:3]. The catalyst class is: 10. (3) Reactant: C(Cl)Cl.[Br:4][C:5]1[CH:13]=[CH:12][C:8]([CH2:9][CH2:10][OH:11])=[CH:7][CH:6]=1.[O:14]1[CH:19]=[CH:18][CH2:17][CH2:16][CH2:15]1.O.C1(C)C=CC(S(O)(=O)=O)=CC=1. Product: [Br:4][C:5]1[CH:13]=[CH:12][C:8]([CH2:9][CH2:10][O:11][CH:15]2[CH2:16][CH2:17][CH2:18][CH2:19][O:14]2)=[CH:7][CH:6]=1. The catalyst class is: 25. (4) Reactant: Cl[CH2:2][C:3]([NH:5][CH2:6][C:7]1[CH:15]=[CH:14][CH:13]=[C:12]2[C:8]=1[C:9](=[O:25])[N:10]([CH:17]1[CH2:22][CH2:21][C:20](=[O:23])[NH:19][C:18]1=[O:24])[C:11]2=[O:16])=[O:4].[N-:26]=[N+:27]=[N-:28].[Na+].[I-].[Na+]. Product: [N:26]([CH2:2][C:3]([NH:5][CH2:6][C:7]1[CH:15]=[CH:14][CH:13]=[C:12]2[C:8]=1[C:9](=[O:25])[N:10]([CH:17]1[CH2:22][CH2:21][C:20](=[O:23])[NH:19][C:18]1=[O:24])[C:11]2=[O:16])=[O:4])=[N+:27]=[N-:28]. The catalyst class is: 21. (5) Reactant: [Cl:1][C:2]1[CH:7]=[CH:6][N:5]=[C:4]([CH3:8])[CH:3]=1.[Cl:9][C:10]1[CH:19]=[CH:18][C:13]([C:14](OC)=[O:15])=[CH:12][CH:11]=1.[Li+].C[Si]([N-][Si](C)(C)C)(C)C. Product: [Cl:9][C:10]1[CH:19]=[CH:18][C:13]([C:14](=[O:15])[CH2:8][C:4]2[CH:3]=[C:2]([Cl:1])[CH:7]=[CH:6][N:5]=2)=[CH:12][CH:11]=1. The catalyst class is: 1. (6) Reactant: [C:1]([C:4]1[CH:9]=[CH:8][N:7]=[CH:6][CH:5]=1)(=[O:3])[CH3:2].[BrH:10].BrBr. Product: [Br:10][CH2:2][C:1]([C:4]1[CH:9]=[CH:8][N:7]=[CH:6][CH:5]=1)=[O:3]. The catalyst class is: 15.